This data is from Forward reaction prediction with 1.9M reactions from USPTO patents (1976-2016). The task is: Predict the product of the given reaction. (1) Given the reactants Br[C:2]1[CH:3]=[C:4]2[C:8](=[CH:9][CH:10]=1)[NH:7][N:6]=[C:5]2[Cl:11].[CH2:12]([O:14][C:15](=[O:24])[CH:16]=[CH:17][C:18]1[CH:19]=[N:20][CH:21]=[CH:22][CH:23]=1)[CH3:13].C(OC(=O)C=C(C1C=CC=C2C=1C(C#N)=CN2)C1C=CC=CC=1)C, predict the reaction product. The product is: [CH2:12]([O:14][C:15](=[O:24])[CH:16]=[C:17]([C:2]1[CH:3]=[C:4]2[C:8](=[CH:9][CH:10]=1)[NH:7][N:6]=[C:5]2[Cl:11])[C:18]1[CH:19]=[N:20][CH:21]=[CH:22][CH:23]=1)[CH3:13]. (2) The product is: [CH2:1]([NH:3][C:4]1[CH:9]=[C:8]([NH2:10])[CH:7]=[CH:6][C:5]=1[N+:14]([O-:16])=[O:15])[CH3:2]. Given the reactants [CH2:1]([NH:3][C:4]1[CH:9]=[C:8]([NH:10]C(C)=O)[CH:7]=[CH:6][C:5]=1[N+:14]([O-:16])=[O:15])[CH3:2].Cl, predict the reaction product. (3) Given the reactants Cl[CH2:2][C:3]([NH:5][C:6]1[S:7][C:8]2[N:9]=[C:10]([N:15]([CH3:36])[C:16]3[CH:17]=[C:18]([NH:22][C:23](=[O:35])[C:24]4[CH:29]=[CH:28][CH:27]=[C:26]([C:30]([C:33]#[N:34])([CH3:32])[CH3:31])[CH:25]=4)[CH:19]=[CH:20][CH:21]=3)[N:11]=[CH:12][C:13]=2[N:14]=1)=[O:4].C(N(CC)CC)C.[NH:44]1[CH2:49][CH2:48][S:47](=[O:51])(=[O:50])[CH2:46][CH2:45]1.C(=O)([O-])O.[Na+], predict the reaction product. The product is: [C:33]([C:30]([C:26]1[CH:25]=[C:24]([CH:29]=[CH:28][CH:27]=1)[C:23]([NH:22][C:18]1[CH:19]=[CH:20][CH:21]=[C:16]([N:15]([C:10]2[N:11]=[CH:12][C:13]3[N:14]=[C:6]([NH:5][C:3](=[O:4])[CH2:2][N:44]4[CH2:49][CH2:48][S:47](=[O:51])(=[O:50])[CH2:46][CH2:45]4)[S:7][C:8]=3[N:9]=2)[CH3:36])[CH:17]=1)=[O:35])([CH3:32])[CH3:31])#[N:34]. (4) Given the reactants [CH:1]1([CH:4]([C:10]2[CH:15]=[C:14]([O:16][CH2:17][C:18]3[CH:23]=[CH:22][C:21]([C:24]4[CH:29]=[C:28]([O:30][CH3:31])[CH:27]=[CH:26][C:25]=4[F:32])=[C:20]([CH2:33][C:34]([CH3:37])([CH3:36])[CH3:35])[N:19]=3)[N:13]=[CH:12][N:11]=2)[CH2:5][C:6]([O:8]C)=[O:7])[CH2:3][CH2:2]1.[OH-].[Na+].Cl, predict the reaction product. The product is: [CH:1]1([CH:4]([C:10]2[CH:15]=[C:14]([O:16][CH2:17][C:18]3[CH:23]=[CH:22][C:21]([C:24]4[CH:29]=[C:28]([O:30][CH3:31])[CH:27]=[CH:26][C:25]=4[F:32])=[C:20]([CH2:33][C:34]([CH3:37])([CH3:36])[CH3:35])[N:19]=3)[N:13]=[CH:12][N:11]=2)[CH2:5][C:6]([OH:8])=[O:7])[CH2:2][CH2:3]1.